Dataset: Catalyst prediction with 721,799 reactions and 888 catalyst types from USPTO. Task: Predict which catalyst facilitates the given reaction. (1) Reactant: [Cl:1][C:2]1[CH:3]=[C:4]([CH2:39][C:40]([O:42][CH2:43][CH3:44])=[O:41])[CH:5]=[CH:6][C:7]=1[N:8]1[C:16](=[O:17])[C:15]2[C:14]([O:18]CC3C=CC=CC=3)=[C:13]3[CH:26]=[CH:27][CH:28]=[CH:29][C:12]3=[C:11]([O:30]CC3C=CC=CC=3)[C:10]=2[C:9]1=[O:38].B(Br)(Br)Br. Product: [Cl:1][C:2]1[CH:3]=[C:4]([CH2:39][C:40]([O:42][CH2:43][CH3:44])=[O:41])[CH:5]=[CH:6][C:7]=1[N:8]1[C:9](=[O:38])[C:10]2[C:11]([OH:30])=[C:12]3[CH:29]=[CH:28][CH:27]=[CH:26][C:13]3=[C:14]([OH:18])[C:15]=2[C:16]1=[O:17]. The catalyst class is: 2. (2) Reactant: S(Cl)([Cl:3])=O.[N+:5]([C:8]1[CH:43]=[CH:42][C:11]([CH2:12][O:13][C:14](=[O:41])[CH:15](O)[N:16]2[CH:19]([S:20][CH2:21][C:22](=[O:28])[CH:23]3[CH2:27][CH2:26][CH2:25][O:24]3)[CH:18]([NH:29][C:30](=[O:38])[CH2:31][C:32]3[CH:37]=[CH:36][CH:35]=[CH:34][CH:33]=3)[C:17]2=[O:39])=[CH:10][CH:9]=1)([O-:7])=[O:6].N1C(C)=CC=CC=1C. Product: [N+:5]([C:8]1[CH:43]=[CH:42][C:11]([CH2:12][O:13][C:14](=[O:41])[CH:15]([Cl:3])[N:16]2[CH:19]([S:20][CH2:21][C:22](=[O:28])[CH:23]3[CH2:27][CH2:26][CH2:25][O:24]3)[CH:18]([NH:29][C:30](=[O:38])[CH2:31][C:32]3[CH:37]=[CH:36][CH:35]=[CH:34][CH:33]=3)[C:17]2=[O:39])=[CH:10][CH:9]=1)([O-:7])=[O:6]. The catalyst class is: 4. (3) Reactant: [F:1][C:2]1[CH:3]=[CH:4][C:5]([O:26][CH3:27])=[C:6]([C:8]2[C:9]3[CH:16]=[CH:15][N:14]([S:17]([C:20]4[CH:25]=[CH:24][CH:23]=[CH:22][CH:21]=4)(=[O:19])=[O:18])[C:10]=3[N:11]=[CH:12][N:13]=2)[CH:7]=1.C([N-]C(C)C)(C)C.[Li+].[I:36]I. Product: [F:1][C:2]1[CH:3]=[CH:4][C:5]([O:26][CH3:27])=[C:6]([C:8]2[C:9]3[CH:16]=[C:15]([I:36])[N:14]([S:17]([C:20]4[CH:25]=[CH:24][CH:23]=[CH:22][CH:21]=4)(=[O:19])=[O:18])[C:10]=3[N:11]=[CH:12][N:13]=2)[CH:7]=1. The catalyst class is: 7. (4) Reactant: [CH2:1](Br)[C:2]1[CH:7]=[CH:6][CH:5]=[CH:4][CH:3]=1.[Br:9][C:10]1[C:11]([O:21][CH3:22])=[C:12]([C:16]([O:19][CH3:20])=[CH:17][CH:18]=1)[C:13]([OH:15])=[O:14].C([O-])([O-])=O.[K+].[K+]. Product: [Br:9][C:10]1[C:11]([O:21][CH3:22])=[C:12]([C:16]([O:19][CH3:20])=[CH:17][CH:18]=1)[C:13]([O:15][CH2:1][C:2]1[CH:7]=[CH:6][CH:5]=[CH:4][CH:3]=1)=[O:14]. The catalyst class is: 3. (5) Product: [O:1]1[CH:5]=[CH:4][CH:3]=[C:2]1[CH2:6][N:7]([CH2:22][C:23]1[CH:24]=[CH:25][C:26]([S:29][C:30]([CH3:39])([CH3:38])[C:31]([OH:33])=[O:32])=[CH:27][CH:28]=1)[CH2:8][C:9]1[CH:14]=[C:13]([C:15]2[CH:16]=[CH:17][C:18]([CH3:21])=[CH:19][CH:20]=2)[N:12]=[CH:11][N:10]=1. Reactant: [O:1]1[CH:5]=[CH:4][CH:3]=[C:2]1[CH2:6][N:7]([CH2:22][C:23]1[CH:28]=[CH:27][C:26]([S:29][C:30]([CH3:39])([CH3:38])[C:31]([O:33]C(C)(C)C)=[O:32])=[CH:25][CH:24]=1)[CH2:8][C:9]1[CH:14]=[C:13]([C:15]2[CH:20]=[CH:19][C:18]([CH3:21])=[CH:17][CH:16]=2)[N:12]=[CH:11][N:10]=1.Cl. The catalyst class is: 12. (6) Reactant: [C:1]([O-:4])([O-:3])=O.[Na+].[Na+].Cl.Cl.[NH:9]1[CH2:14][CH2:13][NH:12][CH2:11][CH:10]1[C:15]([OH:17])=[O:16].[C:18](O[C:18]([O:20][C:21]([CH3:24])([CH3:23])[CH3:22])=[O:19])([O:20][C:21]([CH3:24])([CH3:23])[CH3:22])=[O:19]. Product: [C:21]([O:20][C:18]([N:9]1[CH2:14][CH2:13][N:12]([C:1]([O:4][C:21]([CH3:24])([CH3:23])[CH3:22])=[O:3])[CH2:11][CH:10]1[C:15]([OH:17])=[O:16])=[O:19])([CH3:24])([CH3:23])[CH3:22]. The catalyst class is: 7. (7) Reactant: [CH3:1][O:2][C:3]1[CH:4]=[CH:5][C:6]2[C:7](=O)[C:8]3[C:13]([C:14]=2[CH:15]=1)=[CH:12][C:11]([O:16][CH3:17])=[CH:10][CH:9]=3.[Cl-].[OH:20][NH3+:21].C(OCC)(=O)C. Product: [OH:20][N:21]=[C:7]1[C:6]2[CH:5]=[CH:4][C:3]([O:2][CH3:1])=[CH:15][C:14]=2[C:13]2[C:8]1=[CH:9][CH:10]=[C:11]([O:16][CH3:17])[CH:12]=2. The catalyst class is: 40. (8) Reactant: [NH2:1][C:2]1[C:11]([F:12])=[C:10]([F:13])[C:9]([O:14][CH3:15])=[C:8]2[C:3]=1[C:4](=[O:28])[C:5]([C:23]([O:25]CC)=[O:24])=[CH:6][N:7]2[CH2:16][C:17]1[CH:22]=[CH:21][CH:20]=[CH:19][CH:18]=1.[OH-].[Na+]. Product: [NH2:1][C:2]1[C:11]([F:12])=[C:10]([F:13])[C:9]([O:14][CH3:15])=[C:8]2[C:3]=1[C:4](=[O:28])[C:5]([C:23]([OH:25])=[O:24])=[CH:6][N:7]2[CH2:16][C:17]1[CH:22]=[CH:21][CH:20]=[CH:19][CH:18]=1. The catalyst class is: 14. (9) Reactant: [Cl:1][C:2]1[CH:7]=[CH:6][C:5]([C:8]2[CH:9]=[C:10]3[C:16]([C:17]([C:19]4[C:20]([F:33])=[C:21]([NH:26][S:27]([CH2:30][CH2:31][CH3:32])(=[O:29])=[O:28])[CH:22]=[CH:23][C:24]=4[F:25])=[O:18])=[CH:15][NH:14][C:11]3=[N:12][CH:13]=2)=[CH:4][CH:3]=1.[OH-].[K+].[C:36]([O:40][C:41]([NH:43][CH:44]([CH:51]([CH3:53])[CH3:52])[C:45]([O:47][CH:48](Cl)[CH3:49])=[O:46])=[O:42])([CH3:39])([CH3:38])[CH3:37]. Product: [Cl:1][C:2]1[CH:7]=[CH:6][C:5]([C:8]2[CH:9]=[C:10]3[C:16]([C:17](=[O:18])[C:19]4[C:24]([F:25])=[CH:23][CH:22]=[C:21]([NH:26][S:27]([CH2:30][CH2:31][CH3:32])(=[O:28])=[O:29])[C:20]=4[F:33])=[CH:15][N:14]([CH:48]([O:47][C:45](=[O:46])[CH:44]([NH:43][C:41]([O:40][C:36]([CH3:37])([CH3:38])[CH3:39])=[O:42])[CH:51]([CH3:52])[CH3:53])[CH3:49])[C:11]3=[N:12][CH:13]=2)=[CH:4][CH:3]=1. The catalyst class is: 3. (10) Reactant: [Br:1][C:2]1[C:3]([CH3:10])=[CH:4][C:5]([Cl:9])=[C:6](N)[CH:7]=1.Cl.N([O-])=O.[Na+].[F:16][B-](F)(F)F.[H+]. Product: [Br:1][C:2]1[CH:7]=[C:6]([F:16])[C:5]([Cl:9])=[CH:4][C:3]=1[CH3:10]. The catalyst class is: 6.